This data is from Full USPTO retrosynthesis dataset with 1.9M reactions from patents (1976-2016). The task is: Predict the reactants needed to synthesize the given product. (1) The reactants are: [H-].[Al+3].[Li+].[H-].[H-].[H-].[CH2:7]([O:14][C:15]1[CH:20]=[C:19]([CH:21]([CH3:23])[CH3:22])[CH:18]=[CH:17][C:16]=1[CH:24]=[CH:25][N+:26]([O-])=O)[C:8]1[CH:13]=[CH:12][CH:11]=[CH:10][CH:9]=1.[OH-].[Na+].S([O-])([O-])(=O)=O.[Na+].[Na+]. Given the product [CH2:7]([O:14][C:15]1[CH:20]=[C:19]([CH:21]([CH3:23])[CH3:22])[CH:18]=[CH:17][C:16]=1[CH2:24][CH2:25][NH2:26])[C:8]1[CH:9]=[CH:10][CH:11]=[CH:12][CH:13]=1, predict the reactants needed to synthesize it. (2) Given the product [C:14]([C:25]([CH3:26])=[CH:27][NH:2][CH:3]([C:4]([O:6][CH2:7][CH3:8])=[O:5])[C:9]([O:11][CH2:12][CH3:13])=[O:10])#[N:16], predict the reactants needed to synthesize it. The reactants are: Cl.[NH2:2][CH:3]([C:9]([O:11][CH2:12][CH3:13])=[O:10])[C:4]([O:6][CH2:7][CH3:8])=[O:5].[CH2:14]([N:16](CC)CC)C.C(O[CH2:25][CH3:26])(=O)C.[C:27](=O)([O-])O.[Na+]. (3) Given the product [C:1]([O:5][C:6](=[O:22])[C:7]1[CH:12]=[CH:11][CH:10]=[C:9]([N:13]([CH2:14][C:15]2[CH:16]=[CH:17][C:18]([Cl:21])=[CH:19][CH:20]=2)[S:29]([C:26]2[CH:27]=[CH:28][N:24]([CH3:23])[N:25]=2)(=[O:31])=[O:30])[CH:8]=1)([CH3:4])([CH3:2])[CH3:3], predict the reactants needed to synthesize it. The reactants are: [C:1]([O:5][C:6](=[O:22])[C:7]1[CH:12]=[CH:11][CH:10]=[C:9]([NH:13][CH2:14][C:15]2[CH:20]=[CH:19][C:18]([Cl:21])=[CH:17][CH:16]=2)[CH:8]=1)([CH3:4])([CH3:3])[CH3:2].[CH3:23][N:24]1[CH:28]=[CH:27][C:26]([S:29](Cl)(=[O:31])=[O:30])=[N:25]1.N1C=CC=CC=1.O. (4) Given the product [F:21][C:22]1[C:27]([C:28]2[CH:29]=[CH:30][C:31]([O:34][C:35]([F:37])([F:38])[F:36])=[CH:32][CH:33]=2)=[CH:26][C:25]([CH2:39][N:40]([C:41]([CH3:43])=[CH2:42])[C:18]([C:16]2[N:15]=[CH:14][N:13]([CH3:12])[CH:17]=2)=[O:19])=[CH:24][CH:23]=1, predict the reactants needed to synthesize it. The reactants are: C(Cl)(Cl)Cl.C(N(CC)CC)C.[CH3:12][N:13]1[CH:17]=[C:16]([C:18](Cl)=[O:19])[N:15]=[CH:14]1.[F:21][C:22]1[C:27]([C:28]2[CH:33]=[CH:32][C:31]([O:34][C:35]([F:38])([F:37])[F:36])=[CH:30][CH:29]=2)=[CH:26][C:25]([CH2:39][NH:40][C:41]([CH3:43])=[CH2:42])=[CH:24][CH:23]=1. (5) The reactants are: Br[C:2]1[CH:3]=[C:4]([CH:29]=[CH:30][CH:31]=1)[C:5]([NH:7][CH:8]([C:10]1[N:15]=[N:14][C:13]([NH:16][C:17]2[CH:22]=[C:21]([O:23][CH3:24])[C:20]([O:25][CH3:26])=[C:19]([O:27][CH3:28])[CH:18]=2)=[N:12][CH:11]=1)[CH3:9])=[O:6].NC(C1N=NC(NC2C=C(OC)C(OC)=C(OC)C=2)=NC=1)C.[C:54]([C:56]1[CH:61]=[CH:60][CH:59]=[CH:58][C:57]=1[S:62]C1C=CC=CC=1C(O)=O)#[N:55].C(N(C(C)C)CC)(C)C.F[P-](F)(F)(F)(F)F.N1(OC(N(C)C)=[N+](C)C)C2N=CC=CC=2N=N1. Given the product [C:54]([C:56]1[CH:61]=[CH:60][CH:59]=[CH:58][C:57]=1[S:62][C:29]1[CH:30]=[CH:31][CH:2]=[CH:3][C:4]=1[C:5]([NH:7][CH:8]([C:10]1[N:15]=[N:14][C:13]([NH:16][C:17]2[CH:22]=[C:21]([O:23][CH3:24])[C:20]([O:25][CH3:26])=[C:19]([O:27][CH3:28])[CH:18]=2)=[N:12][CH:11]=1)[CH3:9])=[O:6])#[N:55], predict the reactants needed to synthesize it. (6) Given the product [F:10][CH:11]([F:14])[CH2:12][NH:13][CH2:2][C:3]([O:5][C:6]([CH3:9])([CH3:8])[CH3:7])=[O:4], predict the reactants needed to synthesize it. The reactants are: Br[CH2:2][C:3]([O:5][C:6]([CH3:9])([CH3:8])[CH3:7])=[O:4].[F:10][CH:11]([F:14])[CH2:12][NH2:13].C(=O)([O-])[O-].[K+].[K+].